Task: Predict the product of the given reaction.. Dataset: Forward reaction prediction with 1.9M reactions from USPTO patents (1976-2016) The product is: [N+:1]([C:4]1[CH:9]=[CH:8][C:7]([CH2:10][CH2:11][N:12]2[CH2:13][CH2:14][N:15]([CH2:18][CH:19]([C:21]3[CH:22]=[CH:23][C:24]([N+:27]([O-:29])=[O:28])=[CH:25][CH:26]=3)[CH3:20])[CH2:16][CH2:17]2)=[CH:6][CH:5]=1)([O-:3])=[O:2]. Given the reactants [N+:1]([C:4]1[CH:9]=[CH:8][C:7]([CH2:10][CH2:11][N:12]2[CH2:17][CH2:16][N:15]([C:18](=O)[CH:19]([C:21]3[CH:26]=[CH:25][C:24]([N+:27]([O-:29])=[O:28])=[CH:23][CH:22]=3)[CH3:20])[CH2:14][CH2:13]2)=[CH:6][CH:5]=1)([O-:3])=[O:2].Cl.[OH-].[Na+], predict the reaction product.